Task: Predict which catalyst facilitates the given reaction.. Dataset: Catalyst prediction with 721,799 reactions and 888 catalyst types from USPTO Reactant: [CH3:1][O:2][C:3]1[N:8]=[CH:7][C:6]([NH2:9])=[CH:5][CH:4]=1.C(N(CC)CC)C.[C:17](Cl)(=[O:22])[C:18]([CH3:21])([CH3:20])[CH3:19]. Product: [CH3:1][O:2][C:3]1[N:8]=[CH:7][C:6]([NH:9][C:17](=[O:22])[C:18]([CH3:21])([CH3:20])[CH3:19])=[CH:5][CH:4]=1. The catalyst class is: 2.